From a dataset of Peptide-MHC class I binding affinity with 185,985 pairs from IEDB/IMGT. Regression. Given a peptide amino acid sequence and an MHC pseudo amino acid sequence, predict their binding affinity value. This is MHC class I binding data. (1) The binding affinity (normalized) is 0.0847. The peptide sequence is NMYSEICYS. The MHC is HLA-B15:01 with pseudo-sequence HLA-B15:01. (2) The peptide sequence is ITGNADNL. The MHC is H-2-Kb with pseudo-sequence H-2-Kb. The binding affinity (normalized) is 0.0193. (3) The peptide sequence is YEPEMQAQV. The MHC is HLA-A80:01 with pseudo-sequence HLA-A80:01. The binding affinity (normalized) is 0.0847. (4) The peptide sequence is LLHGLDFSEV. The MHC is HLA-A02:01 with pseudo-sequence HLA-A02:01. The binding affinity (normalized) is 0.613.